This data is from Forward reaction prediction with 1.9M reactions from USPTO patents (1976-2016). The task is: Predict the product of the given reaction. (1) Given the reactants C(OC(N1CCO[C@H]([C@@H](OC2C=CC(F)=CC=2Cl)C2C=CC=C(F)C=2)C1)=O)(C)(C)C.[C:31]([O:35][C:36]([N:38]1[CH2:43][CH2:42][O:41][C@H:40]([C@@H:44]([O:51][C:52]2[CH:57]=[CH:56][C:55]([Cl:58])=[CH:54][C:53]=2[O:59][CH3:60])[C:45]2[CH:50]=[CH:49][CH:48]=[CH:47][CH:46]=2)[CH2:39]1)=[O:37])([CH3:34])([CH3:33])[CH3:32].FC(F)(F)C(O)=O, predict the reaction product. The product is: [C:31]([O:35][C:36]([N:38]1[CH2:43][CH2:42][O:41][C@H:40]([C@@H:44]([O:51][C:52]2[CH:57]=[CH:56][C:55]([Cl:58])=[CH:54][C:53]=2[O:59][CH3:60])[C:45]2[CH:50]=[CH:49][CH:48]=[CH:47][CH:46]=2)[CH2:39]1)=[O:37])([CH3:34])([CH3:33])[CH3:32].[Cl:58][C:55]1[CH:56]=[CH:57][C:52]([O:51][CH:44]([C:45]2[CH:50]=[CH:49][CH:48]=[CH:47][CH:46]=2)[CH:40]2[O:41][CH2:42][CH2:43][NH:38][CH2:39]2)=[C:53]([O:59][CH3:60])[CH:54]=1. (2) Given the reactants [CH:1]1([C:4]2[CH:9]=[CH:8][C:7]([F:10])=[C:6]([O:11][CH3:12])[CH:5]=2)[CH2:3][CH2:2]1.C1C(=O)N([Br:20])C(=O)C1, predict the reaction product. The product is: [Br:20][C:9]1[CH:8]=[C:7]([F:10])[C:6]([O:11][CH3:12])=[CH:5][C:4]=1[CH:1]1[CH2:3][CH2:2]1. (3) The product is: [Cl:8][C:6]1[C:5]([NH2:37])=[C:4]([CH2:9][C:10]([CH3:13])([CH3:12])[CH3:11])[N:3]=[C:2]([NH2:1])[N:7]=1. Given the reactants [NH2:1][C:2]1[N:7]=[C:6]([Cl:8])[CH:5]=[C:4]([CH2:9][C:10]([CH3:13])([CH3:12])[CH3:11])[N:3]=1.C([O-])(=O)C.[Na+].C(O)(=O)C.F[P-](F)(F)(F)(F)F.ClC1C=CC([N+:37]#N)=CC=1, predict the reaction product. (4) Given the reactants [NH2:1][C:2]1[CH:10]=[CH:9][C:5]([C:6]([OH:8])=O)=[C:4]([F:11])[CH:3]=1.Cl.O.[N:14]#[C:15][NH2:16].[C:17](Cl)(=O)C.C([O-])(O)=O.[Na+].C([O-])([O-])=O.[K+].[K+].O.[OH-].[Li+].[CH3:35][CH2:36][N:37]=[C:38]=[N:39][CH2:40][CH2:41][CH2:42]N(C)C.[CH:46]1[CH:47]=[CH:48][C:49]2[N:54](O)N=[N:52][C:50]=2[CH:51]=1.C(N(C(C)C)C(C)C)C.NOC1[CH2:72][CH2:71][CH2:70][CH2:69]O1, predict the reaction product. The product is: [NH2:54][C:49]1[CH:48]=[CH:47][CH:46]=[CH:51][C:50]=1[NH:52][C:6](=[O:8])[C:5]1[CH:9]=[CH:10][C:2]([NH:1][C:15]2[N:16]=[C:71]([C:72]3[N:39]4[CH:40]=[CH:41][CH:42]=[CH:17][C:38]4=[N:37][C:36]=3[CH3:35])[CH:70]=[CH:69][N:14]=2)=[CH:3][C:4]=1[F:11].